Dataset: Full USPTO retrosynthesis dataset with 1.9M reactions from patents (1976-2016). Task: Predict the reactants needed to synthesize the given product. (1) Given the product [CH2:1]([O:8][C@@H:9]1[C@@H:14]([O:15][CH2:16][C:17]2[CH:22]=[CH:21][CH:20]=[CH:19][CH:18]=2)[C@H:13]([O:23][CH2:24][C:25]2[CH:30]=[CH:29][CH:28]=[CH:27][CH:26]=2)[C@@H:12]([CH2:31][O:32][CH2:33][C:34]2[CH:39]=[CH:38][CH:37]=[CH:36][CH:35]=2)[O:11][C@H:10]1[C:40]1[C:48]2[C:43](=[C:44]([CH3:49])[CH:45]=[CH:46][CH:47]=2)[N:42]([CH2:50][C:51]2[CH:56]=[CH:55][C:54](/[CH:60]=[CH:59]/[C:58]([OH:62])=[O:61])=[CH:53][CH:52]=2)[CH:41]=1)[C:2]1[CH:7]=[CH:6][CH:5]=[CH:4][CH:3]=1, predict the reactants needed to synthesize it. The reactants are: [CH2:1]([O:8][C@@H:9]1[C@@H:14]([O:15][CH2:16][C:17]2[CH:22]=[CH:21][CH:20]=[CH:19][CH:18]=2)[C@H:13]([O:23][CH2:24][C:25]2[CH:30]=[CH:29][CH:28]=[CH:27][CH:26]=2)[C@@H:12]([CH2:31][O:32][CH2:33][C:34]2[CH:39]=[CH:38][CH:37]=[CH:36][CH:35]=2)[O:11][C@H:10]1[C:40]1[C:48]2[C:43](=[C:44]([CH3:49])[CH:45]=[CH:46][CH:47]=2)[N:42]([CH2:50][C:51]2[CH:56]=[CH:55][C:54](I)=[CH:53][CH:52]=2)[CH:41]=1)[C:2]1[CH:7]=[CH:6][CH:5]=[CH:4][CH:3]=1.[C:58]([OH:62])(=[O:61])[CH:59]=[CH2:60].CC1C=CC=CC=1P(C1C=CC=CC=1C)C1C=CC=CC=1C.C(N(CC)CC)C. (2) Given the product [O:13]1[CH2:18][CH2:17][CH2:16][CH2:15][CH:14]1[O:1][CH2:2][C:3]1[CH:12]=[CH:11][C:6]([C:7]([O:9][CH3:10])=[O:8])=[CH:5][N:4]=1, predict the reactants needed to synthesize it. The reactants are: [OH:1][CH2:2][C:3]1[CH:12]=[CH:11][C:6]([C:7]([O:9][CH3:10])=[O:8])=[CH:5][N:4]=1.[O:13]1[CH:18]=[CH:17][CH2:16][CH2:15][CH2:14]1.CC1C=CC(S(O)(=O)=O)=CC=1. (3) Given the product [Br:26][C:27]1[CH:32]=[CH:31][C:30]([S:33]([N:13]2[CH2:12][CH2:11][C:9]3([O:8][CH2:7][C:6](=[O:16])[N:5]([CH:2]4[CH2:4][CH2:3]4)[CH2:10]3)[CH2:15][CH2:14]2)(=[O:35])=[O:34])=[CH:29][C:28]=1[F:37], predict the reactants needed to synthesize it. The reactants are: Cl.[CH:2]1([N:5]2[CH2:10][C:9]3([CH2:15][CH2:14][NH:13][CH2:12][CH2:11]3)[O:8][CH2:7][C:6]2=[O:16])[CH2:4][CH2:3]1.C(N(CC)C(C)C)(C)C.[Br:26][C:27]1[CH:32]=[CH:31][C:30]([S:33](Cl)(=[O:35])=[O:34])=[CH:29][C:28]=1[F:37]. (4) Given the product [N+:10]([C:9]1[C:2]([NH:13][C:14]2[CH:15]=[C:16]([CH3:20])[CH:17]=[CH:18][CH:19]=2)=[C:3]([CH:6]=[CH:7][CH:8]=1)[C:4]#[N:5])([O-:12])=[O:11], predict the reactants needed to synthesize it. The reactants are: F[C:2]1[C:9]([N+:10]([O-:12])=[O:11])=[CH:8][CH:7]=[CH:6][C:3]=1[C:4]#[N:5].[NH2:13][C:14]1[CH:19]=[CH:18][CH:17]=[C:16]([CH3:20])[CH:15]=1.C(N(CC)C(C)C)(C)C. (5) Given the product [CH2:10]([O:9][C:7](=[O:8])[C:6]([CH:13]1[CH2:18][CH2:17][CH2:16][CH2:15][CH2:14]1)([OH:12])[C:2]1[S:1][CH:5]=[CH:4][CH:3]=1)[CH3:11], predict the reactants needed to synthesize it. The reactants are: [S:1]1[CH:5]=[CH:4][CH:3]=[C:2]1[C:6](=[O:12])[C:7]([O:9][CH2:10][CH3:11])=[O:8].[CH:13]1([Mg]Cl)[CH2:18][CH2:17][CH2:16][CH2:15][CH2:14]1. (6) Given the product [Br:1][C:2]1[CH:3]=[C:4]([S:8]([NH:23][CH2:21][CH2:20][CH2:19][N:15]([CH2:12][CH3:14])[CH2:16][CH3:18])(=[O:10])=[O:9])[CH:5]=[CH:6][CH:7]=1, predict the reactants needed to synthesize it. The reactants are: [Br:1][C:2]1[CH:3]=[C:4]([S:8](Cl)(=[O:10])=[O:9])[CH:5]=[CH:6][CH:7]=1.[CH:12]([N:15]([CH2:19][CH3:20])[CH:16]([CH3:18])C)([CH3:14])C.[CH2:21]([N:23](CC)CC(N)C)C. (7) Given the product [CH3:23][N:22]([C:6]1[CH:5]=[CH:4][CH:3]=[CH:12][N:8]=1)[CH3:27], predict the reactants needed to synthesize it. The reactants are: BrN[C:3](=O)[CH2:4][CH2:5][C:6]([NH2:8])=O.N(C(C)(C)C#N)=N[C:12](C)(C)C#N.[N:22]1[CH:27]=C(C)C=C(C)[CH:23]=1.